The task is: Predict the reaction yield, written as a fraction of the theoretical maximum amount of product (1.0 means a 100% yield; for example, 0.34 means a 34% yield).. This data is from Reaction yield outcomes from USPTO patents with 853,638 reactions. (1) The reactants are [CH3:1][S:2]([NH:5][C:6](=[O:12])[O:7][C:8]([CH3:11])([CH3:10])[CH3:9])(=[O:4])=[O:3].[Li+].CC([N-]C(C)C)C.[C:21]1([P:27](Cl)([C:29]2[CH:34]=[CH:33][CH:32]=[CH:31][CH:30]=2)=[O:28])[CH:26]=[CH:25][CH:24]=[CH:23][CH:22]=1.Cl. The catalyst is C1COCC1.C(OCC)(=O)C.O. The product is [C:8]([O:7][C:6](=[O:12])[NH:5][S:2]([CH2:1][P:27]([C:29]1[CH:30]=[CH:31][CH:32]=[CH:33][CH:34]=1)([C:21]1[CH:26]=[CH:25][CH:24]=[CH:23][CH:22]=1)=[O:28])(=[O:4])=[O:3])([CH3:9])([CH3:11])[CH3:10]. The yield is 0.720. (2) The reactants are [O:1]1[CH2:6][CH2:5][CH:4]([N:7]2[CH2:12][CH2:11][CH:10]([C:13]([OH:15])=O)[CH2:9][CH2:8]2)[CH2:3][CH2:2]1.P(Cl)(Cl)(Cl)=O.[NH2:21][C:22]1[C:27]2[CH2:28][CH2:29][O:30][C:26]=2[C:25]([C:31]([NH:33][NH2:34])=O)=[CH:24][C:23]=1[Cl:35]. No catalyst specified. The product is [Cl:35][C:23]1[CH:24]=[C:25]([C:31]2[O:15][C:13]([CH:10]3[CH2:9][CH2:8][N:7]([CH:4]4[CH2:3][CH2:2][O:1][CH2:6][CH2:5]4)[CH2:12][CH2:11]3)=[N:34][N:33]=2)[C:26]2[O:30][CH2:29][CH2:28][C:27]=2[C:22]=1[NH2:21]. The yield is 0.131. (3) The yield is 0.960. The product is [F:33][C:31]([F:32])([F:34])[C:30]([NH:29][C:26]1[CH:25]=[CH:24][C:23]([CH2:22][CH2:21][C:20](=[O:36])[C:17]2[CH:18]=[CH:19][C:14]([N:11]3[CH2:12][CH2:13][NH:8][CH2:9][CH2:10]3)=[CH:15][CH:16]=2)=[CH:28][CH:27]=1)=[O:35]. The reactants are C(OC([N:8]1[CH2:13][CH2:12][N:11]([C:14]2[CH:19]=[CH:18][C:17]([C:20](=[O:36])[CH2:21][CH2:22][C:23]3[CH:28]=[CH:27][C:26]([NH:29][C:30](=[O:35])[C:31]([F:34])([F:33])[F:32])=[CH:25][CH:24]=3)=[CH:16][CH:15]=2)[CH2:10][CH2:9]1)=O)(C)(C)C. The catalyst is ClCCl.FC(F)(F)C(O)=O. (4) The reactants are [CH3:1][C@@H:2]([NH:13][CH2:14][CH2:15][CH2:16][C:17]1[CH:18]=[CH:19][CH:20]=[C:21]([C:23]([F:26])([F:25])[F:24])[CH:22]=1)[C:3]1[CH:4]=[CH:5][CH:6]=[C:7]2[CH:12]=[CH:11][CH:10]=[CH:9][C:8]=12.[ClH:27]. The catalyst is C1(C)C=CC=CC=1.CCCCCCC. The product is [CH3:1][C@@H:2]([NH:13][CH2:14][CH2:15][CH2:16][C:17]1[CH:18]=[CH:19][CH:20]=[C:21]([C:23]([F:24])([F:25])[F:26])[CH:22]=1)[C:3]1[CH:4]=[CH:5][CH:6]=[C:7]2[CH:12]=[CH:11][CH:10]=[CH:9][C:8]=12.[ClH:27]. The yield is 0.925. (5) The reactants are [CH:1]([C:3]1[CH:4]=[C:5]([CH:10]=[CH:11][C:12]=1[O:13][CH:14]([CH3:16])[CH3:15])[C:6]([O:8][CH3:9])=[O:7])=[O:2].[Li+].[BH4-]. The catalyst is O1CCCC1. The product is [OH:2][CH2:1][C:3]1[CH:4]=[C:5]([CH:10]=[CH:11][C:12]=1[O:13][CH:14]([CH3:16])[CH3:15])[C:6]([O:8][CH3:9])=[O:7]. The yield is 0.990. (6) The reactants are [CH2:1]([N:8]([CH2:25][CH:26](OCC)OCC)[C:9]([CH:11]([NH2:24])[CH2:12][C:13]1[CH:18]=[CH:17][C:16]([O:19]C(C)(C)C)=[CH:15][CH:14]=1)=[O:10])[C:2]1[CH:7]=[CH:6][CH:5]=[CH:4][CH:3]=1.[CH2:33]([NH:40][C:41](=[O:51])[NH:42][CH:43]([CH2:48]C=C)[CH2:44][C:45](O)=[O:46])[C:34]1[CH:39]=[CH:38][CH:37]=[CH:36][CH:35]=1. The catalyst is C(O)=O. The product is [CH2:33]([NH:40][C:41]([N:42]1[CH:43]([CH3:48])[CH2:44][C:45](=[O:46])[N:24]2[CH:11]([CH2:12][C:13]3[CH:14]=[CH:15][C:16]([OH:19])=[CH:17][CH:18]=3)[C:9](=[O:10])[N:8]([CH2:1][C:2]3[CH:3]=[CH:4][CH:5]=[CH:6][CH:7]=3)[CH2:25][CH:26]12)=[O:51])[C:34]1[CH:39]=[CH:38][CH:37]=[CH:36][CH:35]=1. The yield is 0.380.